From a dataset of Reaction yield outcomes from USPTO patents with 853,638 reactions. Predict the reaction yield, written as a fraction of the theoretical maximum amount of product (1.0 means a 100% yield; for example, 0.34 means a 34% yield). (1) The reactants are [OH:1][C:2]1[C:11]2[C:6](=[CH:7][CH:8]=[CH:9][CH:10]=2)[C:5]([NH:12][C:13](=[O:15])[CH3:14])=[CH:4][CH:3]=1.[Cl:16][C:17]1[CH:22]=[N:21][CH:20]=[C:19](Cl)[N:18]=1. No catalyst specified. The product is [Cl:16][C:17]1[N:18]=[C:19]([O:1][C:2]2[C:11]3[C:6](=[CH:7][CH:8]=[CH:9][CH:10]=3)[C:5]([NH:12][C:13](=[O:15])[CH3:14])=[CH:4][CH:3]=2)[CH:20]=[N:21][CH:22]=1. The yield is 0.680. (2) The reactants are [CH3:1][O:2][C:3]([C:5]1([C:8]([O-:10])=O)[CH2:7][CH2:6]1)=[O:4].[K+].C(Cl)(=O)C(Cl)=O.CCN(C(C)C)C(C)C.[NH2:27][C:28]1[CH:33]=[CH:32][CH:31]=[CH:30][C:29]=1[OH:34]. The catalyst is C1COCC1.C(OCC)(=O)C.CN(C=O)C. The product is [OH:34][C:29]1[CH:30]=[CH:31][CH:32]=[CH:33][C:28]=1[NH:27][C:8]([C:5]1([C:3]([O:2][CH3:1])=[O:4])[CH2:6][CH2:7]1)=[O:10]. The yield is 0.680. (3) The reactants are [OH-].[Na+].[OH:3][C:4]1[CH:11]=[CH:10][C:7]([CH:8]=[O:9])=[C:6]([O:12][CH3:13])[CH:5]=1.[C:14]([O:17][C@@H:18]1[C@@H:23]([O:24][C:25](=[O:27])[CH3:26])[C@H:22]([O:28][C:29](=[O:31])[CH3:30])[C@@H:21]([CH2:32][O:33][C:34](=[O:36])[CH3:35])[O:20][C@@H:19]1Br)(=[O:16])[CH3:15]. The catalyst is [Br-].C([N+](CCCC)(CCCC)CCCC)CCC.C(Cl)(Cl)Cl. The product is [CH3:13][O:12][C:6]1[CH:5]=[C:4]([O:3][C@@H:19]2[O:20][C@H:21]([CH2:32][O:33][C:34](=[O:36])[CH3:35])[C@@H:22]([O:28][C:29](=[O:31])[CH3:30])[C@H:23]([O:24][C:25](=[O:27])[CH3:26])[C@H:18]2[O:17][C:14](=[O:16])[CH3:15])[CH:11]=[CH:10][C:7]=1[CH:8]=[O:9]. The yield is 0.400. (4) The reactants are [OH-].[Na+].[Cl:3][C:4]1[CH:5]=[CH:6][C:7]2[N:13]([CH2:14][C:15]([CH3:19])([CH3:18])[CH2:16][OH:17])[C:12](=[O:20])[C@@H:11]([CH2:21][C:22]([NH:24][CH2:25][CH2:26][C:27]3[O:28][CH:29]=[CH:30][C:31]=3[C:32]([O:34]C)=[O:33])=[O:23])[O:10][C@H:9]([C:36]3[CH:41]=[CH:40][CH:39]=[C:38]([O:42][CH3:43])[C:37]=3[O:44][CH3:45])[C:8]=2[CH:46]=1. The catalyst is CO. The product is [Cl:3][C:4]1[CH:5]=[CH:6][C:7]2[N:13]([CH2:14][C:15]([CH3:18])([CH3:19])[CH2:16][OH:17])[C:12](=[O:20])[C@@H:11]([CH2:21][C:22]([NH:24][CH2:25][CH2:26][C:27]3[O:28][CH:29]=[CH:30][C:31]=3[C:32]([OH:34])=[O:33])=[O:23])[O:10][C@H:9]([C:36]3[CH:41]=[CH:40][CH:39]=[C:38]([O:42][CH3:43])[C:37]=3[O:44][CH3:45])[C:8]=2[CH:46]=1. The yield is 0.900. (5) The reactants are [C:1]([NH2:4])(=[NH:3])[CH3:2].O(C)[Na].[CH3:8][O:9][C:10]1[CH:15]=[CH:14][CH:13]=[CH:12][C:11]=1[C:16]([CH:18]([CH2:23][CH2:24][C:25]1[CH:30]=[CH:29][CH:28]=[CH:27][CH:26]=1)[C:19](OC)=[O:20])=O. The catalyst is CO.O1CCOCC1. The product is [CH3:2][C:1]1[NH:3][C:16]([C:11]2[CH:12]=[CH:13][CH:14]=[CH:15][C:10]=2[O:9][CH3:8])=[C:18]([CH2:23][CH2:24][C:25]2[CH:30]=[CH:29][CH:28]=[CH:27][CH:26]=2)[C:19](=[O:20])[N:4]=1. The yield is 0.640. (6) The reactants are [OH:1][N:2]=[C:3]([NH2:26])[CH2:4][N:5]1[C:13]2[C:8](=[CH:9][CH:10]=[CH:11][CH:12]=2)[C:7]2([C:17]3=[CH:18][C:19]4[O:23][CH2:22][O:21][C:20]=4[CH:24]=[C:16]3[O:15][CH2:14]2)[C:6]1=[O:25].C(N(C(C)C)CC)(C)C.[F:36][C:37]([F:48])([F:47])[C:38](O[C:38](=O)[C:37]([F:48])([F:47])[F:36])=O. The catalyst is ClCCl. The product is [F:36][C:37]([F:48])([F:47])[C:38]1[O:1][N:2]=[C:3]([CH2:4][N:5]2[C:13]3[C:8](=[CH:9][CH:10]=[CH:11][CH:12]=3)[C:7]3([C:17]4=[CH:18][C:19]5[O:23][CH2:22][O:21][C:20]=5[CH:24]=[C:16]4[O:15][CH2:14]3)[C:6]2=[O:25])[N:26]=1. The yield is 0.730.